Dataset: Forward reaction prediction with 1.9M reactions from USPTO patents (1976-2016). Task: Predict the product of the given reaction. (1) Given the reactants [CH2:1]([N:5]([CH3:29])[CH2:6][CH2:7][CH2:8][CH2:9][CH2:10][N:11]1[C:19]2[C:14](=[CH:15][CH:16]=[CH:17][CH:18]=2)[C:13]2[CH2:20][CH2:21][S:22][C:23]3[CH:28]=[CH:27][CH:26]=[CH:25][C:24]=3[C:12]1=2)[CH2:2][CH2:3][CH3:4].[O:30]=[C:31]1[O:37][C@H:36]([C@H:38]([CH2:40][OH:41])[OH:39])[C:34]([OH:35])=[C:32]1[OH:33], predict the reaction product. The product is: [O:30]=[C:31]1[O:37][C@H:36]([C@H:38]([CH2:40][OH:41])[OH:39])[C:34]([OH:35])=[C:32]1[OH:33].[CH2:1]([N:5]([CH3:29])[CH2:6][CH2:7][CH2:8][CH2:9][CH2:10][N:11]1[C:19]2[C:14](=[CH:15][CH:16]=[CH:17][CH:18]=2)[C:13]2[CH2:20][CH2:21][S:22][C:23]3[CH:28]=[CH:27][CH:26]=[CH:25][C:24]=3[C:12]1=2)[CH2:2][CH2:3][CH3:4]. (2) Given the reactants Br[C:2]1[CH:3]=[CH:4][C:5]2[N:11]3[CH:12]=[N:13][C:14]([C:15]([O:17][CH2:18][CH3:19])=[O:16])=[C:10]3[CH2:9][N:8]=[C:7]([C:20]3[CH:25]=[CH:24][CH:23]=[CH:22][CH:21]=3)[C:6]=2[CH:26]=1.[CH3:27][Si:28]([C:31]#[CH:32])([CH3:30])[CH3:29], predict the reaction product. The product is: [CH3:27][Si:28]([C:31]#[C:32][C:2]1[CH:3]=[CH:4][C:5]2[N:11]3[CH:12]=[N:13][C:14]([C:15]([O:17][CH2:18][CH3:19])=[O:16])=[C:10]3[CH2:9][N:8]=[C:7]([C:20]3[CH:25]=[CH:24][CH:23]=[CH:22][CH:21]=3)[C:6]=2[CH:26]=1)([CH3:30])[CH3:29]. (3) The product is: [Cl:1][C:2]1[CH:3]=[C:4]([C:9]2[C:10](=[O:24])[N:11]([CH3:23])[N:12]([CH:20]([CH3:21])[CH3:22])[C:13]=2[C:14]2[CH:15]=[CH:16][N:17]=[CH:18][CH:19]=2)[CH:5]=[CH:6][C:7]=1[Cl:8]. Given the reactants [Cl:1][C:2]1[CH:3]=[C:4]([CH:9]2[CH:13]([C:14]3[CH:19]=[CH:18][N:17]=[CH:16][CH:15]=3)[N:12]([CH:20]([CH3:22])[CH3:21])[N:11]([CH3:23])[C:10]2=[O:24])[CH:5]=[CH:6][C:7]=1[Cl:8].[Br-].[Br-].[Br-].C1([N+](CC)(CC)CC)C=CC=CC=1.C1([N+](CC)(CC)CC)C=CC=CC=1.C1([N+](CC)(CC)CC)C=CC=CC=1, predict the reaction product. (4) Given the reactants [CH:1]([N:4]1[CH2:12][C:11]2[C:6](=[CH:7][CH:8]=[C:9]([C:13]3[N:14]=[N:15][N:16]([C:19]4[CH:24]=[CH:23][C:22]([F:25])=[CH:21][C:20]=4[F:26])[C:17]=3[CH3:18])[CH:10]=2)[C:5]1=[O:27])([CH3:3])[CH3:2].C([O-])(=[O:30])C.[Na+].O.C(=O)(O)O.C(OCC)(=O)C, predict the reaction product. The product is: [CH:1]([N:4]1[C:12](=[O:30])[C:11]2[C:6](=[CH:7][CH:8]=[C:9]([C:13]3[N:14]=[N:15][N:16]([C:19]4[CH:24]=[CH:23][C:22]([F:25])=[CH:21][C:20]=4[F:26])[C:17]=3[CH3:18])[CH:10]=2)[C:5]1=[O:27])([CH3:3])[CH3:2]. (5) Given the reactants [Cl:1][C:2]1[CH:10]=[C:9]2[C:5]([CH:6]=[CH:7][NH:8]2)=[CH:4][C:3]=1B1OCC(C)(C)CO1.[C:19](=O)([O-])[O-:20].[K+].[K+].Br[C:26]1[CH:31]=[CH:30][C:29]([CH:32]2[CH2:37][NH:36][C:35](=[O:38])[CH2:34][O:33]2)=[CH:28][CH:27]=1, predict the reaction product. The product is: [Cl:1][C:2]1[CH:10]=[C:9]2[C:5]([C:6]([CH:19]=[O:20])=[CH:7][NH:8]2)=[CH:4][C:3]=1[C:26]1[CH:31]=[CH:30][C:29]([CH:32]2[O:33][CH2:34][C:35](=[O:38])[NH:36][CH2:37]2)=[CH:28][CH:27]=1. (6) Given the reactants Br[CH2:2][CH2:3][CH2:4][CH3:5].[C:6]([O:10][C:11]([N:13]1[CH:18]([C@@H:19]([OH:33])[C@@H:20]([NH:29][C:30](=[O:32])[CH3:31])[CH2:21][C:22]2[CH:27]=[CH:26][CH:25]=[C:24]([OH:28])[CH:23]=2)[CH2:17][O:16][C@@H:15]([O:34][CH2:35][C:36]([CH3:39])([CH3:38])[CH3:37])[C@@H:14]1[CH3:40])=[O:12])([CH3:9])([CH3:8])[CH3:7].C(=O)([O-])[O-].[Cs+].[Cs+], predict the reaction product. The product is: [C:6]([O:10][C:11]([N:13]1[C@@H:18]([C@@H:19]([OH:33])[C@@H:20]([NH:29][C:30](=[O:32])[CH3:31])[CH2:21][C:22]2[CH:27]=[CH:26][CH:25]=[C:24]([O:28][CH2:2][CH2:3][CH2:4][CH3:5])[CH:23]=2)[CH2:17][O:16][C@@H:15]([O:34][CH2:35][C:36]([CH3:39])([CH3:38])[CH3:37])[C@@H:14]1[CH3:40])=[O:12])([CH3:8])([CH3:9])[CH3:7]. (7) Given the reactants [CH:1]1[CH:6]=[N:5][C:4]2[N:7](O)[N:8]=N[C:3]=2[CH:2]=1.CCN(C(C)C)[CH:14]([CH3:16])[CH3:15].CC(OC([NH:27][C@@H:28]([C:35](O)=O)[C:29]1[CH:34]=[CH:33][CH:32]=[CH:31][CH:30]=1)=O)(C)C.NN, predict the reaction product. The product is: [C:29]1([C@H:28]([C:35]2[NH:8][N:7]=[C:4]([CH2:3][C:2]3[CH:16]=[CH:14][CH:15]=[CH:6][CH:1]=3)[N:5]=2)[NH2:27])[CH:30]=[CH:31][CH:32]=[CH:33][CH:34]=1. (8) Given the reactants Cl[C:2]1[N:7]=[C:6]([N:8]2[CH2:14][C@H:13]3[N:15]([C:16]([NH:18][CH2:19][CH3:20])=[O:17])[C@H:10]([CH2:11][CH2:12]3)[CH2:9]2)[CH:5]=[CH:4][N:3]=1.[NH2:21][C:22]1[CH:23]=[N:24][N:25](C(OC(C)(C)C)=O)[CH:26]=1.CC1(C)C2C(=C(P(C3C=CC=CC=3)C3C=CC=CC=3)C=CC=2)OC2C(P(C3C=CC=CC=3)C3C=CC=CC=3)=CC=CC1=2, predict the reaction product. The product is: [CH2:19]([NH:18][C:16]([N:15]1[C@H:13]2[CH2:12][CH2:11][C@@H:10]1[CH2:9][N:8]([C:6]1[CH:5]=[CH:4][N:3]=[C:2]([NH:21][C:22]3[CH:23]=[N:24][NH:25][CH:26]=3)[N:7]=1)[CH2:14]2)=[O:17])[CH3:20].